From a dataset of Reaction yield outcomes from USPTO patents with 853,638 reactions. Predict the reaction yield, written as a fraction of the theoretical maximum amount of product (1.0 means a 100% yield; for example, 0.34 means a 34% yield). (1) The reactants are C([O:4][C@H:5]1[C@H:10]([O:11]C(=O)C)[CH2:9][C@H:8]([C:15]2[CH:20]=[CH:19][N:18]=[CH:17][C:16]=2[NH:21][C:22](=[O:38])[C:23]2[CH:28]=[CH:27][C:26]([F:29])=[C:25]([C:30]3[C:35]([F:36])=[CH:34][CH:33]=[CH:32][C:31]=3[F:37])[N:24]=2)[O:7][C@@H:6]1[CH2:39][O:40][S:41]([C:44]1[CH:50]=[CH:49][C:47]([CH3:48])=[CH:46][CH:45]=1)(=[O:43])=[O:42])(=O)C.C(O[C@H]1CC[C@H](C2C=CN=CC=2NC(=O)C2C=CC(F)=C(C3C(F)=CC=CC=3F)N=2)O[C@@H]1COS(C1C=CC(C)=CC=1)(=O)=O)(=O)C.C(=O)([O-])[O-].[K+].[K+]. The catalyst is CCO. The product is [CH3:48][C:47]1[CH:49]=[CH:50][C:44]([S:41]([O:40][CH2:39][C@@H:6]2[C@@H:5]([OH:4])[C@H:10]([OH:11])[CH2:9][C@H:8]([C:15]3[CH:20]=[CH:19][N:18]=[CH:17][C:16]=3[NH:21][C:22](=[O:38])[C:23]3[CH:28]=[CH:27][C:26]([F:29])=[C:25]([C:30]4[C:31]([F:37])=[CH:32][CH:33]=[CH:34][C:35]=4[F:36])[N:24]=3)[O:7]2)(=[O:43])=[O:42])=[CH:45][CH:46]=1. The yield is 0.310. (2) The reactants are [S:1]1[C:5]2[CH:6]=[C:7]([NH:10][CH2:11][CH:12]([CH3:16])C(O)=O)[CH:8]=[CH:9][C:4]=2[N:3]=[CH:2]1.C([N:19]([CH2:22]C)CC)C.C1C=CC(P(N=[N+]=[N-])(C2C=CC=CC=2)=[O:31])=CC=1.C1(C)C=CC=CC=1. The catalyst is C(Cl)(Cl)Cl.CO. The product is [S:1]1[C:5]2[CH:6]=[C:7]([N:10]3[CH2:11][CH:12]([CH3:16])[NH:19][C:22]3=[O:31])[CH:8]=[CH:9][C:4]=2[N:3]=[CH:2]1. The yield is 0.714. (3) The reactants are Br[C:2]1[CH:7]=[C:6]([N+:8]([O-:10])=[O:9])[CH:5]=[C:4]([F:11])[C:3]=1[NH2:12].[CH3:13][C:14]([CH3:18])([CH3:17])[C:15]#[CH:16]. The catalyst is CCN(CC)CC.[Cu]I.Cl[Pd](Cl)([P](C1C=CC=CC=1)(C1C=CC=CC=1)C1C=CC=CC=1)[P](C1C=CC=CC=1)(C1C=CC=CC=1)C1C=CC=CC=1. The product is [CH3:13][C:14]([CH3:18])([CH3:17])[C:15]#[C:16][C:2]1[CH:7]=[C:6]([N+:8]([O-:10])=[O:9])[CH:5]=[C:4]([F:11])[C:3]=1[NH2:12]. The yield is 0.360. (4) The reactants are [Cl-].O[NH3+:3].[C:4](=[O:7])([O-])[OH:5].[Na+].CS(C)=O.[CH3:13][C:14]1([CH3:50])[CH2:18][C:17]2[CH:19]=[C:20]([N:23]3[C:28](=[O:29])[C:27]([CH2:30][C:31]4[CH:36]=[CH:35][C:34]([C:37]5[C:38]([C:43]#[N:44])=[CH:39][CH:40]=[CH:41][CH:42]=5)=[CH:33][C:32]=4[F:45])=[C:26]([CH2:46][CH2:47][CH3:48])[N:25]=[C:24]3[CH3:49])[CH:21]=[CH:22][C:16]=2[O:15]1. The catalyst is C(OCC)(=O)C. The product is [CH3:13][C:14]1([CH3:50])[CH2:18][C:17]2[CH:19]=[C:20]([N:23]3[C:28](=[O:29])[C:27]([CH2:30][C:31]4[CH:36]=[CH:35][C:34]([C:37]5[CH:42]=[CH:41][CH:40]=[CH:39][C:38]=5[C:43]5[NH:3][C:4](=[O:7])[O:5][N:44]=5)=[CH:33][C:32]=4[F:45])=[C:26]([CH2:46][CH2:47][CH3:48])[N:25]=[C:24]3[CH3:49])[CH:21]=[CH:22][C:16]=2[O:15]1. The yield is 0.700. (5) The reactants are [NH2:1][C:2]1[CH:9]=[C:8]([F:10])[C:7]([F:11])=[CH:6][C:3]=1[C:4]#[N:5].Cl[C:13]([O:15][CH2:16][CH3:17])=[O:14].C([O-])(O)=O.[Na+]. The catalyst is C(Cl)Cl. The product is [C:4]([C:3]1[CH:6]=[C:7]([F:11])[C:8]([F:10])=[CH:9][C:2]=1[NH:1][C:13](=[O:14])[O:15][CH2:16][CH3:17])#[N:5]. The yield is 0.840. (6) The reactants are [CH2:1]([O:8][C:9]1[CH:17]=[CH:16][C:15]2[N:14]([S:18]([C:21]3[CH:26]=[CH:25][CH:24]=[CH:23][CH:22]=3)(=[O:20])=[O:19])[CH:13]=[CH:12][C:11]=2[C:10]=1[CH:27]=O)[C:2]1[CH:7]=[CH:6][CH:5]=[CH:4][CH:3]=1.[C:29]([N:36]1[CH2:41][CH2:40][NH:39][CH2:38][CH2:37]1)([O:31][C:32]([CH3:35])([CH3:34])[CH3:33])=[O:30].[BH-](OC(C)=O)(OC(C)=O)OC(C)=O.[Na+].CC(O)=O. The catalyst is O. The product is [CH2:1]([O:8][C:9]1[C:10]([CH2:27][N:39]2[CH2:38][CH2:37][N:36]([C:29]([O:31][C:32]([CH3:35])([CH3:34])[CH3:33])=[O:30])[CH2:41][CH2:40]2)=[C:11]2[C:15](=[CH:16][CH:17]=1)[N:14]([S:18]([C:21]1[CH:26]=[CH:25][CH:24]=[CH:23][CH:22]=1)(=[O:19])=[O:20])[CH:13]=[CH:12]2)[C:2]1[CH:3]=[CH:4][CH:5]=[CH:6][CH:7]=1. The yield is 0.880.